This data is from Forward reaction prediction with 1.9M reactions from USPTO patents (1976-2016). The task is: Predict the product of the given reaction. (1) Given the reactants Cl[C:2]1[N:7]=[C:6]([NH:8][C:9]2[CH:13]=[C:12]([CH3:14])[NH:11][N:10]=2)[N:5]2[CH:15]=[CH:16][N:17]=[C:4]2[CH:3]=1.[CH3:18][N:19]1[CH2:24][CH2:23][NH:22][CH2:21][CH2:20]1, predict the reaction product. The product is: [CH3:18][N:19]1[CH2:24][CH2:23][N:22]([C:2]2[N:7]=[C:6]([NH:8][C:9]3[CH:13]=[C:12]([CH3:14])[NH:11][N:10]=3)[N:5]3[CH:15]=[CH:16][N:17]=[C:4]3[CH:3]=2)[CH2:21][CH2:20]1. (2) Given the reactants [F:1][H-]F.[K+].CCCC[N+](CCCC)(CCCC)CCCC.F.F.[F-].[CH2:25]([O:32][CH2:33][C:34]12[O:40][CH:39]1[CH2:38][N:37]([C:41]([O:43][C:44]([CH3:47])([CH3:46])[CH3:45])=[O:42])[CH2:36][CH2:35]2)[C:26]1[CH:31]=[CH:30][CH:29]=[CH:28][CH:27]=1, predict the reaction product. The product is: [CH2:25]([O:32][CH2:33][C:34]1([OH:40])[CH2:35][CH2:36][N:37]([C:41]([O:43][C:44]([CH3:47])([CH3:46])[CH3:45])=[O:42])[CH2:38][CH:39]1[F:1])[C:26]1[CH:31]=[CH:30][CH:29]=[CH:28][CH:27]=1. (3) Given the reactants [CH3:1][O:2][CH2:3][C:4]1[C:9]([CH2:10]O)=[CH:8][CH:7]=[C:6]([C:12]2[CH:17]=[CH:16][C:15]([C:18]([F:21])([F:20])[F:19])=[CH:14][CH:13]=2)[N:5]=1.O=S(Cl)[Cl:24], predict the reaction product. The product is: [Cl:24][CH2:10][C:9]1[C:4]([CH2:3][O:2][CH3:1])=[N:5][C:6]([C:12]2[CH:17]=[CH:16][C:15]([C:18]([F:21])([F:20])[F:19])=[CH:14][CH:13]=2)=[CH:7][CH:8]=1. (4) Given the reactants [N+:1]([C:4]1[S:8][C:7]([C:9]([OH:11])=O)=[CH:6][CH:5]=1)([O-:3])=[O:2].CCN=C=N[CH2:17][CH2:18][CH2:19][N:20](C)C.C1C=CC2N([OH:32])N=NC=2C=1.N[C:34]12[C:52]3[C:47](=[CH:48][CH:49]=[CH:50][CH:51]=3)[C:46](=[O:53])C1(O)C1[C:41]([O:42]2)=[CH:40][C:39]([CH:43]([CH3:45])[CH3:44])=[CH:38]C=1, predict the reaction product. The product is: [OH:32][C:34]12[C:52]3[C:47](=[CH:48][CH:49]=[CH:50][CH:51]=3)[C:46](=[O:53])[C:19]1([NH:20][C:9]([C:7]1[S:8][C:4]([N+:1]([O-:3])=[O:2])=[CH:5][CH:6]=1)=[O:11])[C:18]1[CH:17]=[CH:38][C:39]([CH:43]([CH3:45])[CH3:44])=[CH:40][C:41]=1[O:42]2. (5) Given the reactants [CH3:1][C@H:2]1[O:7][C@@H:6]([CH3:8])[CH2:5][N:4]([C:9]2[CH:14]=[CH:13][C:12]([N+:15]([O-])=O)=[CH:11][CH:10]=2)[CH2:3]1, predict the reaction product. The product is: [CH3:8][C@H:6]1[O:7][C@@H:2]([CH3:1])[CH2:3][N:4]([C:9]2[CH:14]=[CH:13][C:12]([NH2:15])=[CH:11][CH:10]=2)[CH2:5]1. (6) The product is: [F:29][C:26]1[CH:27]=[CH:28][C:23]([C@@H:21]([OH:22])[CH2:20][CH2:19][C@H:18]2[C:17](=[O:30])[N:16]([C:31]3[CH:32]=[CH:33][CH:34]=[CH:35][CH:36]=3)[C@@H:15]2[C:14]2[CH:13]=[CH:12][C:11]([C:37]3[CH:42]=[CH:41][C:40]([C@@H:43]4[O:51][C@H:50]([CH2:52][OH:53])[C@@H:48]([OH:49])[C@H:46]([OH:47])[C@H:44]4[OH:45])=[CH:39][CH:38]=3)=[CH:10][C:9]=2[OH:8])=[CH:24][CH:25]=1. Given the reactants C([O:8][C:9]1[CH:10]=[C:11]([C:37]2[CH:42]=[CH:41][C:40]([C@@H:43]3[O:51][C@H:50]([CH2:52][OH:53])[C@@H:48]([OH:49])[C@H:46]([OH:47])[C@H:44]3[OH:45])=[CH:39][CH:38]=2)[CH:12]=[CH:13][C:14]=1[C@@H:15]1[C@@H:18]([CH2:19][CH2:20][C@@H:21]([C:23]2[CH:28]=[CH:27][C:26]([F:29])=[CH:25][CH:24]=2)[OH:22])[C:17](=[O:30])[N:16]1[C:31]1[CH:36]=[CH:35][CH:34]=[CH:33][CH:32]=1)C1C=CC=CC=1, predict the reaction product. (7) Given the reactants OP([O-])([O-])=O.[K+].[K+].[CH2:8]([O:10][P:11]([C:14]1[C:19]([CH3:20])=[CH:18][CH:17]=[CH:16][C:15]=1[CH3:21])(=[O:13])[OH:12])[CH3:9], predict the reaction product. The product is: [CH3:20][C:19]1[C:14]2[P:11](=[O:12])([O:10][CH2:8][CH3:9])[O:13][CH2:21][C:15]=2[CH:16]=[CH:17][CH:18]=1.